Dataset: NCI-60 drug combinations with 297,098 pairs across 59 cell lines. Task: Regression. Given two drug SMILES strings and cell line genomic features, predict the synergy score measuring deviation from expected non-interaction effect. (1) Drug 1: CC1C(C(CC(O1)OC2CC(CC3=C2C(=C4C(=C3O)C(=O)C5=C(C4=O)C(=CC=C5)OC)O)(C(=O)CO)O)N)O.Cl. Drug 2: C1=CC(=CC=C1CCC2=CNC3=C2C(=O)NC(=N3)N)C(=O)NC(CCC(=O)O)C(=O)O. Cell line: SW-620. Synergy scores: CSS=30.1, Synergy_ZIP=-0.553, Synergy_Bliss=-1.46, Synergy_Loewe=-9.81, Synergy_HSA=-1.82. (2) Drug 1: CC1=C2C(C(=O)C3(C(CC4C(C3C(C(C2(C)C)(CC1OC(=O)C(C(C5=CC=CC=C5)NC(=O)OC(C)(C)C)O)O)OC(=O)C6=CC=CC=C6)(CO4)OC(=O)C)O)C)O. Drug 2: CN1C2=C(C=C(C=C2)N(CCCl)CCCl)N=C1CCCC(=O)O.Cl. Cell line: SF-295. Synergy scores: CSS=7.24, Synergy_ZIP=-1.21, Synergy_Bliss=5.54, Synergy_Loewe=2.89, Synergy_HSA=4.64. (3) Cell line: SF-295. Drug 2: C1=C(C(=O)NC(=O)N1)N(CCCl)CCCl. Drug 1: CC12CCC3C(C1CCC2=O)CC(=C)C4=CC(=O)C=CC34C. Synergy scores: CSS=66.0, Synergy_ZIP=-1.70, Synergy_Bliss=-2.57, Synergy_Loewe=0.115, Synergy_HSA=0.466. (4) Drug 1: CC(C1=C(C=CC(=C1Cl)F)Cl)OC2=C(N=CC(=C2)C3=CN(N=C3)C4CCNCC4)N. Drug 2: C1=CC(=CC=C1C#N)C(C2=CC=C(C=C2)C#N)N3C=NC=N3. Cell line: TK-10. Synergy scores: CSS=3.12, Synergy_ZIP=0.366, Synergy_Bliss=3.33, Synergy_Loewe=1.66, Synergy_HSA=2.66.